From a dataset of Full USPTO retrosynthesis dataset with 1.9M reactions from patents (1976-2016). Predict the reactants needed to synthesize the given product. (1) Given the product [F:30][CH:2]([F:1])[CH2:3][O:4][C:5]1[C:27]([O:28][CH3:29])=[CH:26][C:8]2[C:9]3[N:14]([CH:15]([CH:17]([CH3:19])[CH3:18])[CH2:16][C:7]=2[CH:6]=1)[CH:13]=[C:12]([C:20]([OH:22])=[O:21])[C:11](=[O:25])[CH:10]=3, predict the reactants needed to synthesize it. The reactants are: [F:1][CH:2]([F:30])[CH2:3][O:4][C:5]1[C:27]([O:28][CH3:29])=[CH:26][C:8]2[C:9]3[N:14]([CH:15]([CH:17]([CH3:19])[CH3:18])[CH2:16][C:7]=2[CH:6]=1)[CH:13]=[C:12]([C:20]([O:22]CC)=[O:21])[C:11](=[O:25])[CH:10]=3.CO.O[Li].O. (2) Given the product [F:1][C:2]1[CH:3]=[C:4]([N:8]([CH2:9][CH3:10])[C:12]2[S:11][CH2:17][C:15](=[O:16])[N:14]=2)[CH:5]=[CH:6][CH:7]=1, predict the reactants needed to synthesize it. The reactants are: [F:1][C:2]1[CH:3]=[C:4]([NH:8][CH2:9][CH3:10])[CH:5]=[CH:6][CH:7]=1.[S:11]1[CH2:17][C:15](=[O:16])[NH:14][C:12]1=S.CCN(C(C)C)C(C)C. (3) Given the product [OH:23][N:1]=[CH:2][C:4]([NH:15][C:14]1[CH:16]=[CH:17][CH:18]=[CH:19][C:13]=1[I:12])=[O:5], predict the reactants needed to synthesize it. The reactants are: [NH:1]1C2C(=CC=CC=2)[C:4](=[O:5])[C:2]1=O.[I:12][C:13]1[CH:19]=[CH:18][CH:17]=[CH:16][C:14]=1[NH2:15].ClC(Cl)(Cl)C(O)[OH:23].Cl.NO.S([O-])([O-])(=O)=O.[Na+].[Na+]. (4) Given the product [F:30][C:31]1[CH:39]=[CH:38][C:34]([C:35]([NH:12][C:10]2[S:11][C:7]3[C:6]([N:13]([CH3:14])[CH2:23][C:24]4[CH:29]=[CH:28][CH:27]=[CH:26][N:25]=4)=[CH:5][CH:4]=[C:3]([O:2][CH3:1])[C:8]=3[N:9]=2)=[O:36])=[CH:33][CH:32]=1, predict the reactants needed to synthesize it. The reactants are: [CH3:1][O:2][C:3]1[C:8]2[N:9]=[C:10]([NH2:12])[S:11][C:7]=2[C:6]([NH:13][CH3:14])=[CH:5][CH:4]=1.C(=O)([O-])[O-].[K+].[K+].Br.Br[CH2:23][C:24]1[CH:29]=[CH:28][CH:27]=[CH:26][N:25]=1.[F:30][C:31]1[CH:39]=[CH:38][C:34]([C:35](O)=[O:36])=[CH:33][CH:32]=1.CN(C(ON1N=NC2C=CC=NC1=2)=[N+](C)C)C.F[P-](F)(F)(F)(F)F.C(N(C(C)C)C(C)C)C. (5) Given the product [CH2:2]([N:5]1[CH2:9][CH2:8][C@@H:7]([CH2:10][C:11]#[N:12])[CH2:6]1)[CH3:3], predict the reactants needed to synthesize it. The reactants are: I[CH2:2][CH3:3].Cl.[NH:5]1[CH2:9][CH2:8][C@@H:7]([CH2:10][C:11]#[N:12])[CH2:6]1.C(=O)([O-])[O-].[K+].[K+].O.